This data is from Catalyst prediction with 721,799 reactions and 888 catalyst types from USPTO. The task is: Predict which catalyst facilitates the given reaction. (1) Reactant: [O-][Mn](=O)(=O)=O.[K+].[OH2:7].[OH2:8].[N+:9]([C:12]1[CH:13]=[C:14]([S:19]([OH:22])(=[O:21])=[O:20])[C:15]([CH3:18])=[CH:16][CH:17]=1)([O-:11])=[O:10].Cl. Product: [N+:9]([C:12]1[CH:17]=[CH:16][C:15]([C:18]([OH:8])=[O:7])=[C:14]([S:19]([OH:22])(=[O:20])=[O:21])[CH:13]=1)([O-:11])=[O:10]. The catalyst class is: 6. (2) Reactant: [CH3:1][C:2]1[CH:22]=[CH:21][CH:20]=[C:19]([CH3:23])[C:3]=1[CH2:4][O:5][C:6]1[CH:7]=[C:8]([C:12](=[O:18])[CH2:13][CH2:14][C:15](O)=[O:16])[CH:9]=[CH:10][CH:11]=1.C([N:26](CC)CC)C.F[P-](F)(F)(F)(F)F.N1(O[P+](N(C)C)(N(C)C)N(C)C)C2C=CC=CC=2N=N1.N. Product: [CH3:1][C:2]1[CH:22]=[CH:21][CH:20]=[C:19]([CH3:23])[C:3]=1[CH2:4][O:5][C:6]1[CH:7]=[C:8]([C:12](=[O:18])[CH2:13][CH2:14][C:15]([NH2:26])=[O:16])[CH:9]=[CH:10][CH:11]=1. The catalyst class is: 3. (3) Reactant: [C-:1]#[N:2].[Na+].[N:4]1[CH:9]=[CH:8][C:7]([O:10][C:11]2[CH:17]=[CH:16][C:14]([NH2:15])=[CH:13][CH:12]=2)=[CH:6][CH:5]=1.[C:18]1(=O)[CH2:21][CH2:20][CH2:19]1. Product: [N:4]1[CH:5]=[CH:6][C:7]([O:10][C:11]2[CH:17]=[CH:16][C:14]([NH:15][C:18]3([C:1]#[N:2])[CH2:21][CH2:20][CH2:19]3)=[CH:13][CH:12]=2)=[CH:8][CH:9]=1. The catalyst class is: 52. (4) Reactant: [ClH:1].Cl.[C:3]1([C:35]2[CH:40]=[CH:39][CH:38]=[CH:37][CH:36]=2)[CH:8]=[CH:7][CH:6]=[CH:5][C:4]=1[CH2:9][C:10]([N:12]1[CH2:16][CH2:15][C@H:14]([NH:17][C:18]2[N:27]=[C:26]([N:28]3[CH2:34][CH2:33][CH2:32][NH:31][CH2:30][CH2:29]3)[C:25]3[C:20](=[CH:21][CH:22]=[CH:23][CH:24]=3)[N:19]=2)[CH2:13]1)=[O:11].N1C=CC=CC=1.[C:47](OC(=O)C)(=[O:49])[CH3:48]. The catalyst class is: 22. Product: [ClH:1].[C:47]([N:31]1[CH2:32][CH2:33][CH2:34][N:28]([C:26]2[C:25]3[C:20](=[CH:21][CH:22]=[CH:23][CH:24]=3)[N:19]=[C:18]([NH:17][C@H:14]3[CH2:15][CH2:16][N:12]([C:10](=[O:11])[CH2:9][C:4]4[CH:5]=[CH:6][CH:7]=[CH:8][C:3]=4[C:35]4[CH:40]=[CH:39][CH:38]=[CH:37][CH:36]=4)[CH2:13]3)[N:27]=2)[CH2:29][CH2:30]1)(=[O:49])[CH3:48]. (5) Product: [ClH:27].[Br:1][C:2]1[C:3]([C@H:8]([C:9]2[CH:14]=[CH:13][C:12]([C:15]([F:17])([F:18])[F:16])=[CH:11][CH:10]=2)[NH2:19])=[N:4][CH:5]=[CH:6][CH:7]=1. The catalyst class is: 5. Reactant: [Br:1][C:2]1[C:3]([C@@H:8]([NH:19]C(=O)OC(C)(C)C)[C:9]2[CH:14]=[CH:13][C:12]([C:15]([F:18])([F:17])[F:16])=[CH:11][CH:10]=2)=[N:4][CH:5]=[CH:6][CH:7]=1.[ClH:27]. (6) Reactant: [I:1][C:2]1[CH:11]=[C:6]([C:7]([O:9][CH3:10])=[O:8])[C:5]([OH:12])=[CH:4][CH:3]=1.N1C=CN=C1.Cl[Si:19]([CH:26]([CH3:28])[CH3:27])([CH:23]([CH3:25])[CH3:24])[CH:20]([CH3:22])[CH3:21]. The catalyst class is: 3. Product: [CH3:10][O:9][C:7](=[O:8])[C:6]1[CH:11]=[C:2]([I:1])[CH:3]=[CH:4][C:5]=1[O:12][Si:19]([CH:26]([CH3:28])[CH3:27])([CH:23]([CH3:25])[CH3:24])[CH:20]([CH3:22])[CH3:21]. (7) Reactant: [CH:1]1([CH2:4][N:5]2[C:10]3[N:11]=[CH:12][C:13]([C:15]([O:17]CC)=[O:16])=[CH:14][C:9]=3[C:8](=[O:20])[N:7]([CH2:21][CH:22]3[CH2:24][CH2:23]3)[C:6]2=[O:25])[CH2:3][CH2:2]1.O.[OH-].[Li+]. Product: [CH:1]1([CH2:4][N:5]2[C:10]3[N:11]=[CH:12][C:13]([C:15]([OH:17])=[O:16])=[CH:14][C:9]=3[C:8](=[O:20])[N:7]([CH2:21][CH:22]3[CH2:24][CH2:23]3)[C:6]2=[O:25])[CH2:2][CH2:3]1. The catalyst class is: 20. (8) Reactant: [C:1]([O:5][C:6]([C:8]1[CH:13]=[CH:12][C:11]([CH:14]([C:19]([O:21][CH3:22])=[O:20])[C:15]([O:17][CH3:18])=[O:16])=[CH:10][CH:9]=1)=[O:7])([CH3:4])([CH3:3])[CH3:2].[H-].[Na+].[B-](F)(F)(F)[F:26].[B-](F)(F)(F)F.C1[N+]2(CCl)CC[N+](F)(CC2)C1. Product: [CH3:22][O:21][C:19](=[O:20])[C:14]([C:11]1[CH:12]=[CH:13][C:8]([C:6]([O:5][C:1]([CH3:3])([CH3:4])[CH3:2])=[O:7])=[CH:9][CH:10]=1)([F:26])[C:15]([O:17][CH3:18])=[O:16]. The catalyst class is: 118.